Dataset: Reaction yield outcomes from USPTO patents with 853,638 reactions. Task: Predict the reaction yield, written as a fraction of the theoretical maximum amount of product (1.0 means a 100% yield; for example, 0.34 means a 34% yield). (1) The reactants are C1(N2CCN3C(CC4(C5C=CC=CC=5)CCCC4)=NC(=O)C(O)=C3C2=O)CC1.C([O:36][C:37]1[C:42](=[O:43])[N:41]=[C:40]([CH2:44][C:45]2([C:50]3[CH:55]=[CH:54][CH:53]=[CH:52][CH:51]=3)[CH2:49][CH2:48][CH2:47][CH2:46]2)[N:39]2[CH2:56][CH2:57][N:58]([CH2:61][C:62]([CH3:65])([CH3:64])[CH3:63])[C:59](=[O:60])[C:38]=12)C1C=CC=CC=1. No catalyst specified. The product is [CH3:63][C:62]([CH3:65])([CH3:64])[CH2:61][N:58]1[CH2:57][CH2:56][N:39]2[C:40]([CH2:44][C:45]3([C:50]4[CH:51]=[CH:52][CH:53]=[CH:54][CH:55]=4)[CH2:46][CH2:47][CH2:48][CH2:49]3)=[N:41][C:42](=[O:43])[C:37]([OH:36])=[C:38]2[C:59]1=[O:60]. The yield is 0.305. (2) The reactants are [Br:1]N1C(=O)CCC1=O.[CH3:9][O:10][C:11]1[CH:12]=[C:13]2[C:17](=[CH:18][CH:19]=1)[CH2:16][CH2:15][CH2:14]2. The catalyst is C(#N)C.O. The product is [Br:1][C:19]1[CH:18]=[C:17]2[C:13](=[CH:12][C:11]=1[O:10][CH3:9])[CH2:14][CH2:15][CH2:16]2. The yield is 1.00. (3) The reactants are [F:1][C:2]1[CH:10]=[C:9]2[C:5]([C:6]([C:11]3[N:12]=[C:13]4[C:19]([CH:20]=[O:21])=[CH:18][N:17]([CH2:22][O:23][CH2:24][CH2:25][Si:26]([CH3:29])([CH3:28])[CH3:27])[C:14]4=[N:15][CH:16]=3)=[N:7][NH:8]2)=[CH:4][CH:3]=1.Cl[CH2:31][C:32]([N:34]1[CH2:39][CH2:38][O:37][CH2:36][CH2:35]1)=[O:33].C(=O)([O-])[O-].[Cs+].[Cs+]. The catalyst is CN(C=O)C. The product is [F:1][C:2]1[CH:10]=[C:9]2[C:5]([C:6]([C:11]3[N:12]=[C:13]4[C:19]([CH:20]=[O:21])=[CH:18][N:17]([CH2:22][O:23][CH2:24][CH2:25][Si:26]([CH3:29])([CH3:28])[CH3:27])[C:14]4=[N:15][CH:16]=3)=[N:7][N:8]2[CH2:31][C:32]([N:34]2[CH2:39][CH2:38][O:37][CH2:36][CH2:35]2)=[O:33])=[CH:4][CH:3]=1. The yield is 0.680. (4) The reactants are [NH2:1][C:2]1[CH:7]=[CH:6][C:5]([OH:8])=[C:4]([Cl:9])[CH:3]=1.[CH3:10][N:11]1[C:15]([CH3:16])=[C:14]([C:17](O)=[O:18])[C:13](=[O:20])[N:12]1[C:21]1[CH:26]=[CH:25][CH:24]=[CH:23][CH:22]=1.CCN=C=NCCCN(C)C.C1C=NC2N(O)N=NC=2C=1. The catalyst is C(Cl)Cl. The product is [Cl:9][C:4]1[CH:3]=[C:2]([NH:1][C:17]([C:14]2[C:13](=[O:20])[N:12]([C:21]3[CH:22]=[CH:23][CH:24]=[CH:25][CH:26]=3)[N:11]([CH3:10])[C:15]=2[CH3:16])=[O:18])[CH:7]=[CH:6][C:5]=1[OH:8]. The yield is 0.721.